Regression. Given a peptide amino acid sequence and an MHC pseudo amino acid sequence, predict their binding affinity value. This is MHC class I binding data. From a dataset of Peptide-MHC class I binding affinity with 185,985 pairs from IEDB/IMGT. The peptide sequence is HAPWTQMAM. The MHC is HLA-A02:01 with pseudo-sequence HLA-A02:01. The binding affinity (normalized) is 0.0847.